This data is from Kir2.1 potassium channel HTS with 301,493 compounds. The task is: Binary Classification. Given a drug SMILES string, predict its activity (active/inactive) in a high-throughput screening assay against a specified biological target. The molecule is S(=O)(=O)(N1CCCC1)c1cc2c(c(oc2cc1)C(=O)NC1CCCc2c1cccc2)C. The result is 0 (inactive).